Dataset: Retrosynthesis with 50K atom-mapped reactions and 10 reaction types from USPTO. Task: Predict the reactants needed to synthesize the given product. (1) Given the product Cc1cc(-c2ccc(F)cc2)c(CO)c(C)n1, predict the reactants needed to synthesize it. The reactants are: COC(=O)c1c(-c2ccc(F)cc2)cc(C)nc1C. (2) Given the product CC(C)(C)OC(=O)N1CCC(N)CC1, predict the reactants needed to synthesize it. The reactants are: CC(C)(C)OC(=O)N1CCC(N=[N+]=[N-])CC1.